From a dataset of Full USPTO retrosynthesis dataset with 1.9M reactions from patents (1976-2016). Predict the reactants needed to synthesize the given product. (1) The reactants are: [C:1]([Si:5]([CH3:8])([CH3:7])Cl)([CH3:4])([CH3:3])[CH3:2].[C:9]([O:13][C:14]([N:16]1[CH2:20][CH2:19][C@@H:18]([C:21]2[CH:26]=[CH:25][C:24]([S:27]([C:30]3[CH:35]=[CH:34][C:33]([OH:36])=[CH:32][CH:31]=3)(=[O:29])=[O:28])=[CH:23][CH:22]=2)[CH2:17]1)=[O:15])([CH3:12])([CH3:11])[CH3:10].OS([O-])(=O)=O.[K+].[O-]S([O-])(=O)=O.[Na+].[Na+]. Given the product [C:9]([O:13][C:14]([N:16]1[CH2:20][CH2:19][C@@H:18]([C:21]2[CH:26]=[CH:25][C:24]([S:27]([C:30]3[CH:35]=[CH:34][C:33]([O:36][Si:5]([C:1]([CH3:4])([CH3:3])[CH3:2])([CH3:8])[CH3:7])=[CH:32][CH:31]=3)(=[O:29])=[O:28])=[CH:23][CH:22]=2)[CH2:17]1)=[O:15])([CH3:12])([CH3:10])[CH3:11], predict the reactants needed to synthesize it. (2) Given the product [CH:7]1([C@H:5]2[C@H:4]([CH3:3])[C@@H:14]([NH:17][C:18](=[O:27])[O:19][CH2:20][C:21]3[CH:22]=[CH:23][CH:24]=[CH:25][CH:26]=3)[C:15]3[C:11](=[CH:10][CH:9]=[C:12]([O:13][CH:42]4[CH2:43][CH2:38][O:37][CH2:40][CH2:41]4)[CH:16]=3)[NH:6]2)[CH2:8][CH2:2]1, predict the reactants needed to synthesize it. The reactants are: Br[C:2]1[CH:8]=[CH:7][C:5]([NH2:6])=[CH:4][CH:3]=1.[CH:9]1([CH:12]=[O:13])[CH2:11][CH2:10]1.[CH:14](/[NH:17][C:18](=[O:27])[O:19][CH2:20][C:21]1[CH:26]=[CH:25][CH:24]=[CH:23][CH:22]=1)=[CH:15]\[CH3:16].P([O-])([O:37][C:38]1[CH:43]=[CH:42][CH:41]=[CH:40]C=1)([O:37][C:38]1C=[CH:40][CH:41]=[CH:42][CH:43]=1)=O. (3) Given the product [CH3:28][N:17]([C:3]1[CH:4]=[CH:5][CH:6]=[C:7]([B:8]2[O:12][C:11]([CH3:13])([CH3:14])[C:10]([CH3:16])([CH3:15])[O:9]2)[C:2]=1[CH3:1])[C:18]([C:20]1[S:21][CH:22]=[CH:23][N:24]=1)=[O:19], predict the reactants needed to synthesize it. The reactants are: [CH3:1][C:2]1[C:7]([B:8]2[O:12][C:11]([CH3:14])([CH3:13])[C:10]([CH3:16])([CH3:15])[O:9]2)=[CH:6][CH:5]=[CH:4][C:3]=1[NH:17][C:18]([C:20]1[S:21][CH:22]=[CH:23][N:24]=1)=[O:19].[H-].[Na+].I[CH3:28].O. (4) Given the product [CH2:1]([CH:8]1[CH2:13][CH2:12][N:11]([CH2:14][CH2:15][S:16]([C:19]2[CH:24]=[CH:23][C:22]([O:25][C:40](=[O:41])[C:39]3[CH:43]=[CH:44][C:36]([CH2:35][Cl:34])=[CH:37][CH:38]=3)=[CH:21][CH:20]=2)(=[O:18])=[O:17])[CH2:10][CH:9]1[OH:26])[C:2]1[CH:7]=[CH:6][CH:5]=[CH:4][CH:3]=1, predict the reactants needed to synthesize it. The reactants are: [CH2:1]([C@H:8]1[CH2:13][CH2:12][N:11]([CH2:14][CH2:15][S:16]([C:19]2[CH:24]=[CH:23][C:22]([OH:25])=[CH:21][CH:20]=2)(=[O:18])=[O:17])[CH2:10][C@H:9]1[OH:26])[C:2]1[CH:7]=[CH:6][CH:5]=[CH:4][CH:3]=1.CCN(CC)CC.[Cl:34][CH2:35][C:36]1[CH:44]=[CH:43][C:39]([C:40](Cl)=[O:41])=[CH:38][CH:37]=1.O.